This data is from Catalyst prediction with 721,799 reactions and 888 catalyst types from USPTO. The task is: Predict which catalyst facilitates the given reaction. (1) Reactant: [CH3:1][N:2]1[C:6]2[CH:7]=[C:8]([C:11]([NH:13][NH2:14])=[O:12])[CH:9]=[CH:10][C:5]=2[N:4]=[CH:3]1.C(N(CC)CC)C.[C:22](=S)=[S:23].[OH-].[K+].[F:27][C:28]([F:38])([F:37])[C:29]1[CH:30]=[C:31]([CH:34]=[CH:35][CH:36]=1)[CH2:32]Cl. Product: [CH3:1][N:2]1[C:6]2[CH:7]=[C:8]([C:11]3[O:12][C:22]([S:23][CH2:32][C:31]4[CH:34]=[CH:35][CH:36]=[C:29]([C:28]([F:38])([F:37])[F:27])[CH:30]=4)=[N:14][N:13]=3)[CH:9]=[CH:10][C:5]=2[N:4]=[CH:3]1. The catalyst class is: 162. (2) Reactant: [CH2:1]([O:3][C:4]1[CH:14]=[CH:13][C:7]([NH:8][CH:9]([CH2:11][CH3:12])[CH3:10])=[CH:6][CH:5]=1)[CH3:2].C(O[BH-](OC(=O)C)OC(=O)C)(=O)C.[Na+].[CH2:29]([CH:31]([CH2:34][CH2:35][CH2:36][CH3:37])[CH:32]=O)[CH3:30]. Product: [CH2:1]([O:3][C:4]1[CH:14]=[CH:13][C:7]([N:8]([CH2:32][CH:31]([CH2:29][CH3:30])[CH2:34][CH2:35][CH2:36][CH3:37])[CH:9]([CH2:11][CH3:12])[CH3:10])=[CH:6][CH:5]=1)[CH3:2]. The catalyst class is: 4. (3) Reactant: OC(C(F)(F)F)=O.[CH3:8][N:9]1[CH:13]([C:14]([OH:16])=O)[CH2:12][N:11]([C:17]2[C:18]([CH3:23])=[N:19][CH:20]=[CH:21][CH:22]=2)[C:10]1=[O:24].O.ON1C2C=CC=CC=2N=N1.Cl.C(N=C=NCCCN(C)C)C.C(N1CCOCC1)C.[Cl:56][C:57]1[CH:62]=[C:61]([Cl:63])[CH:60]=[CH:59][C:58]=1[CH2:64][NH2:65]. Product: [Cl:56][C:57]1[CH:62]=[C:61]([Cl:63])[CH:60]=[CH:59][C:58]=1[CH2:64][NH:65][C:14]([CH:13]1[CH2:12][N:11]([C:17]2[C:18]([CH3:23])=[N:19][CH:20]=[CH:21][CH:22]=2)[C:10](=[O:24])[N:9]1[CH3:8])=[O:16]. The catalyst class is: 4. (4) Reactant: [C:1]([C:3]1[CH:4]=[C:5]([C:12]([OH:14])=O)[CH:6]=[N:7][C:8]=1[O:9][CH2:10][CH3:11])#[N:2].CN(C(ON1N=NC2C=CC=NC1=2)=[N+](C)C)C.F[P-](F)(F)(F)(F)F.CCN(C(C)C)C(C)C.O[NH:49][C:50](=[NH:69])[C:51]1[CH:68]=[CH:67][C:54]2[CH2:55][CH2:56][N:57]([C:60]([O:62][C:63]([CH3:66])([CH3:65])[CH3:64])=[O:61])[CH2:58][CH2:59][C:53]=2[CH:52]=1. Product: [C:1]([C:3]1[CH:4]=[C:5]([C:12]2[O:14][N:49]=[C:50]([C:51]3[CH:68]=[CH:67][C:54]4[CH2:55][CH2:56][N:57]([C:60]([O:62][C:63]([CH3:64])([CH3:65])[CH3:66])=[O:61])[CH2:58][CH2:59][C:53]=4[CH:52]=3)[N:69]=2)[CH:6]=[N:7][C:8]=1[O:9][CH2:10][CH3:11])#[N:2]. The catalyst class is: 3. (5) Reactant: [Cl:1][C:2]1[CH:7]=[C:6]([Cl:8])[CH:5]=[CH:4][C:3]=1[C:9]1[NH:10][C:11](=[O:23])[C:12]2[N:13]([N:15]=[C:16]([C:18](OCC)=[O:19])[CH:17]=2)[CH:14]=1.[H-].[Al+3].[Li+].[H-].[H-].[H-].CO.Cl. Product: [Cl:1][C:2]1[CH:7]=[C:6]([Cl:8])[CH:5]=[CH:4][C:3]=1[C:9]1[NH:10][C:11](=[O:23])[C:12]2[N:13]([N:15]=[C:16]([CH2:18][OH:19])[CH:17]=2)[CH:14]=1. The catalyst class is: 1. (6) Reactant: [OH:1][C:2]1[CH:9]=[CH:8][C:5]([CH:6]=[O:7])=[CH:4][CH:3]=1.Cl[CH2:11][O:12][CH2:13][CH2:14][O:15][CH3:16].C(N(C(C)C)CC)(C)C. Product: [CH3:11][O:12][CH2:13][CH2:14][O:15][CH2:16][O:1][C:2]1[CH:9]=[CH:8][C:5]([CH:6]=[O:7])=[CH:4][CH:3]=1. The catalyst class is: 2. (7) Reactant: [CH2:1]([N:3]1[C:11]2[C:6](=[N:7][CH:8]=[CH:9][CH:10]=2)[C:5]([C:12]2[CH:13]=[N:14][C:15]([O:18]C)=[CH:16][CH:17]=2)=[N:4]1)[CH3:2].Cl. Product: [CH2:1]([N:3]1[C:11]2[C:6](=[N:7][CH:8]=[CH:9][CH:10]=2)[C:5]([C:12]2[CH:17]=[CH:16][C:15]([OH:18])=[N:14][CH:13]=2)=[N:4]1)[CH3:2]. The catalyst class is: 5. (8) Reactant: [CH3:1][N:2]1[C@@H:18]2[CH2:19][C:7]3[CH:8]=[CH:9][C:10]([OH:22])=[C:11]4[O:12][C@H:13]5[C:14]([O:20][CH3:21])=[CH:15][CH:16]=[C:17]2[C@:5]5([C:6]=34)[CH2:4][CH2:3]1.C(Cl)(Cl)Cl. The catalyst class is: 5. Product: [CH3:13][C:5]([C:6]([CH3:11])=[CH2:7])=[CH2:4].[CH3:1][N:2]1[C@@H:18]2[CH2:19][C:7]3[CH:8]=[CH:9][C:10]([OH:22])=[C:11]4[O:12][C@H:13]5[C:14]([O:20][CH3:21])=[CH:15][CH:16]=[C:17]2[C@:5]5([C:6]=34)[CH2:4][CH2:3]1.